Dataset: Forward reaction prediction with 1.9M reactions from USPTO patents (1976-2016). Task: Predict the product of the given reaction. (1) Given the reactants Br[C:2]1[C:14]2[C:13]([CH3:16])([CH3:15])[C:12]3[C:7](=[CH:8][CH:9]=[CH:10][CH:11]=3)[C:6]=2[CH:5]=[CH:4][CH:3]=1.[C:17]1([C:23]2[CH:29]=[CH:28][C:26]([NH2:27])=[CH:25][CH:24]=2)[CH:22]=[CH:21][CH:20]=[CH:19][CH:18]=1.CC(C)([O-])C.[Na+], predict the reaction product. The product is: [C:23]1([C:17]2[CH:22]=[CH:21][CH:20]=[CH:19][CH:18]=2)[CH:24]=[CH:25][C:26]([NH:27][C:3]2[CH:4]=[CH:5][C:6]3[C:7]4[C:12](=[CH:11][CH:10]=[CH:9][CH:8]=4)[C:13]([CH3:16])([CH3:15])[C:14]=3[CH:2]=2)=[CH:28][CH:29]=1. (2) Given the reactants ClC1N=C(C2C=CC=CC=2)C2CCCC=2N=1.N[C:18]1[CH:26]=[CH:25][C:21]([C:22]([OH:24])=[O:23])=[CH:20][CH:19]=1, predict the reaction product. The product is: [C:22]([OH:24])(=[O:23])[C:21]1[CH:25]=[CH:26][CH:18]=[CH:19][CH:20]=1.